This data is from Forward reaction prediction with 1.9M reactions from USPTO patents (1976-2016). The task is: Predict the product of the given reaction. (1) Given the reactants [Br:1][CH2:2][CH2:3][CH2:4][CH2:5][CH2:6][OH:7].[N+:8]([C:11]1[CH:19]=[CH:18][C:14]([C:15](Cl)=[O:16])=[CH:13][CH:12]=1)([O-:10])=[O:9].N1C=CC=CC=1, predict the reaction product. The product is: [N+:8]([C:11]1[CH:12]=[CH:13][C:14]([C:15]([O:7][CH2:6][CH2:5][CH2:4][CH2:3][CH2:2][Br:1])=[O:16])=[CH:18][CH:19]=1)([O-:10])=[O:9]. (2) Given the reactants C(=O)([O-])[O-].[K+].[K+].CC1(C)C(C)(C)OB([C:15]2[CH:20]=[CH:19][C:18]([OH:21])=[CH:17][CH:16]=2)O1.Br[C:24]1[CH:25]=[C:26]([CH2:30][C:31]([O:33][CH3:34])=[O:32])[CH:27]=[CH:28][CH:29]=1.Cl, predict the reaction product. The product is: [OH:21][C:18]1[CH:17]=[CH:16][C:15]([C:28]2[CH:29]=[CH:24][CH:25]=[C:26]([CH2:30][C:31]([O:33][CH3:34])=[O:32])[CH:27]=2)=[CH:20][CH:19]=1. (3) The product is: [Br:1][C:2]1[CH:3]=[C:4]([CH:8]([CH3:11])[CH2:9][NH:10][S:15]([CH:12]([CH3:14])[CH3:13])(=[O:17])=[O:16])[CH:5]=[CH:6][CH:7]=1. Given the reactants [Br:1][C:2]1[CH:3]=[C:4]([CH:8]([CH3:11])[CH2:9][NH2:10])[CH:5]=[CH:6][CH:7]=1.[CH:12]([S:15](Cl)(=[O:17])=[O:16])([CH3:14])[CH3:13].C1CCN2C(=NCCC2)CC1, predict the reaction product. (4) Given the reactants [CH3:1][C:2]([C:9]1[CH:14]=[CH:13][C:12]([N+:15]([O-])=O)=[CH:11][CH:10]=1)([CH2:6][CH2:7][CH3:8])[C:3]([OH:5])=[O:4].O1CC[CH2:20][CH2:19]1, predict the reaction product. The product is: [NH2:15][C:12]1[CH:13]=[CH:14][C:9]([C:2]([CH3:1])([CH2:6][CH2:7][CH3:8])[C:3]([O:5][CH2:19][CH3:20])=[O:4])=[CH:10][CH:11]=1. (5) Given the reactants [C:1](#[N:4])[CH:2]=[CH2:3].[CH2:5]([N:7](CC)CC)C.[C:12]1(C)C=[CH:16][CH:15]=[CH:14][CH:13]=1, predict the reaction product. The product is: [C:3]1([C:5]#[N:7])[CH:2]=[CH:1][N:4]2[C:16]=1[CH:15]=[CH:14][CH:13]=[CH:12]2. (6) Given the reactants [NH:1]1[C:5]2[CH:6]=[CH:7][CH:8]=[CH:9][C:4]=2[N:3]=[C:2]1[CH2:10][N:11]1[C:15]2[CH:16]=[CH:17][CH:18]=[CH:19][C:14]=2[N:13]=[N:12]1.C(=O)([O-])[O-].[K+].[K+].Cl[CH2:27][C:28]([NH:30][CH3:31])=[O:29], predict the reaction product. The product is: [N:11]1([CH2:10][C:2]2[N:1]([CH2:27][C:28]([NH:30][CH3:31])=[O:29])[C:5]3[CH:6]=[CH:7][CH:8]=[CH:9][C:4]=3[N:3]=2)[C:15]2[CH:16]=[CH:17][CH:18]=[CH:19][C:14]=2[N:13]=[N:12]1. (7) Given the reactants C(OC([N:8]1[CH2:12][CH:11]([C:13]#[N:14])[CH2:10][CH:9]1[C:15]1[NH:16][C:17]([C:20]2[CH:29]=[CH:28][C:27]3[C:22](=[CH:23][CH:24]=[C:25]([C:30]4[CH:35]=[CH:34][C:33]([C:36]5[NH:37][C:38]([CH:41]6[CH2:47][C:44]7([CH2:46][CH2:45]7)[CH2:43][N:42]6[C:48](=[O:58])[CH:49]([NH:53][C:54]([O:56][CH3:57])=[O:55])[CH:50]([CH3:52])[CH3:51])=[N:39][CH:40]=5)=[CH:32][CH:31]=4)[CH:26]=3)[CH:21]=2)=[CH:18][N:19]=1)=O)(C)(C)C.[ClH:59].O1CCOCC1, predict the reaction product. The product is: [ClH:59].[ClH:59].[ClH:59].[CH3:57][O:56][C:54](=[O:55])[NH:53][CH:49]([C:48]([N:42]1[CH:41]([C:38]2[NH:37][C:36]([C:33]3[CH:32]=[CH:31][C:30]([C:25]4[CH:24]=[CH:23][C:22]5[C:27](=[CH:28][CH:29]=[C:20]([C:17]6[NH:16][C:15]([CH:9]7[CH2:10][CH:11]([C:13]#[N:14])[CH2:12][NH:8]7)=[N:19][CH:18]=6)[CH:21]=5)[CH:26]=4)=[CH:35][CH:34]=3)=[CH:40][N:39]=2)[CH2:47][C:44]2([CH2:45][CH2:46]2)[CH2:43]1)=[O:58])[CH:50]([CH3:52])[CH3:51]. (8) The product is: [CH:47]([N:46]([CH:50]([CH3:52])[CH3:51])[CH2:45][CH2:44][CH:22]([C:27]1[CH:26]=[CH:25][CH:24]=[CH:23][CH:28]=1)[O:21][C:18]1[CH:17]=[CH:16][C:15]([CH3:14])=[CH:20][CH:19]=1)([CH3:49])[CH3:48]. Given the reactants [C:23]1([CH3:28])[CH:24]=[CH:25][CH:26]=[CH:27][C:22]=1[O:21][C:18]1[CH:17]=[CH:16][C:15]([CH2:14]O[CH2:14][C:15]2[CH:20]=[CH:19][C:18]([O:21][C:22]3[CH:27]=[CH:26][CH:25]=[CH:24][C:23]=3[CH3:28])=[CH:17][CH:16]=2)=[CH:20][CH:19]=1.NCCCCN.C([Li])CCC.Cl[CH2:44][CH2:45][N:46]([CH:50]([CH3:52])[CH3:51])[CH:47]([CH3:49])[CH3:48].[Cl-].[NH4+], predict the reaction product. (9) Given the reactants Br[C:2]1[CH:18]=[CH:17][C:5]([O:6][C:7]2[N:15]([CH3:16])[C:10]3=[N:11][CH:12]=[CH:13][CH:14]=[C:9]3[N:8]=2)=[C:4]([F:19])[CH:3]=1.[CH3:20][C:21]1([CH3:37])[C:25]([CH3:27])([CH3:26])[O:24][B:23]([B:23]2[O:24][C:25]([CH3:27])([CH3:26])[C:21]([CH3:37])([CH3:20])[O:22]2)[O:22]1.CC([O-])=O.[K+].CS(C)=O, predict the reaction product. The product is: [F:19][C:4]1[CH:3]=[C:2]([B:23]2[O:24][C:25]([CH3:27])([CH3:26])[C:21]([CH3:37])([CH3:20])[O:22]2)[CH:18]=[CH:17][C:5]=1[O:6][C:7]1[N:15]([CH3:16])[C:10]2=[N:11][CH:12]=[CH:13][CH:14]=[C:9]2[N:8]=1. (10) Given the reactants [C:1]([O:6][CH2:7][CH2:8]N(C)C)(=[O:5])[C:2]([CH3:4])=C.[C:12](O)(=O)[C:13]([CH3:15])=[CH2:14].N([C:25]([CH3:29])([CH3:28])[C:26]#N)=N[C:25]([CH3:29])([CH3:28])[C:26]#N.O1[CH2:35][CH2:34][O:33][CH2:32]C1.CC([OH:39])C, predict the reaction product. The product is: [CH3:12][CH:13]([CH2:15][CH:34]([O:33][C:32](/[CH:4]=[CH:2]\[C:1]([O:6][CH:7]([CH2:26][CH:25]([CH3:28])[CH3:29])[CH3:8])=[O:5])=[O:39])[CH3:35])[CH3:14].